Dataset: Peptide-MHC class I binding affinity with 185,985 pairs from IEDB/IMGT. Task: Regression. Given a peptide amino acid sequence and an MHC pseudo amino acid sequence, predict their binding affinity value. This is MHC class I binding data. (1) The peptide sequence is RLAPEPVYT. The MHC is HLA-A24:03 with pseudo-sequence HLA-A24:03. The binding affinity (normalized) is 0.0847. (2) The peptide sequence is RKQLNNANV. The MHC is H-2-Db with pseudo-sequence H-2-Db. The binding affinity (normalized) is 0. (3) The peptide sequence is KLMPGSIYV. The MHC is HLA-A03:19 with pseudo-sequence HLA-A03:19. The binding affinity (normalized) is 0.566.